Dataset: NCI-60 drug combinations with 297,098 pairs across 59 cell lines. Task: Regression. Given two drug SMILES strings and cell line genomic features, predict the synergy score measuring deviation from expected non-interaction effect. (1) Drug 1: C1CCN(CC1)CCOC2=CC=C(C=C2)C(=O)C3=C(SC4=C3C=CC(=C4)O)C5=CC=C(C=C5)O. Drug 2: C1C(C(OC1N2C=NC3=C(N=C(N=C32)Cl)N)CO)O. Cell line: HCC-2998. Synergy scores: CSS=12.8, Synergy_ZIP=-0.949, Synergy_Bliss=1.58, Synergy_Loewe=-3.67, Synergy_HSA=-1.85. (2) Drug 1: CC(CN1CC(=O)NC(=O)C1)N2CC(=O)NC(=O)C2. Drug 2: CN(CC1=CN=C2C(=N1)C(=NC(=N2)N)N)C3=CC=C(C=C3)C(=O)NC(CCC(=O)O)C(=O)O. Cell line: NCI-H226. Synergy scores: CSS=9.74, Synergy_ZIP=4.12, Synergy_Bliss=8.84, Synergy_Loewe=4.94, Synergy_HSA=7.61. (3) Drug 1: CN(C)C1=NC(=NC(=N1)N(C)C)N(C)C. Drug 2: CC1=C(C(=CC=C1)Cl)NC(=O)C2=CN=C(S2)NC3=CC(=NC(=N3)C)N4CCN(CC4)CCO. Cell line: KM12. Synergy scores: CSS=19.4, Synergy_ZIP=-4.72, Synergy_Bliss=-2.83, Synergy_Loewe=3.46, Synergy_HSA=2.45. (4) Drug 1: CCC(=C(C1=CC=CC=C1)C2=CC=C(C=C2)OCCN(C)C)C3=CC=CC=C3.C(C(=O)O)C(CC(=O)O)(C(=O)O)O. Drug 2: C1=CN(C=N1)CC(O)(P(=O)(O)O)P(=O)(O)O. Cell line: OVCAR-5. Synergy scores: CSS=3.85, Synergy_ZIP=-2.69, Synergy_Bliss=-1.48, Synergy_Loewe=-0.249, Synergy_HSA=-0.273. (5) Drug 1: CC1=CC=C(C=C1)C2=CC(=NN2C3=CC=C(C=C3)S(=O)(=O)N)C(F)(F)F. Drug 2: CC1=C(C(=O)C2=C(C1=O)N3CC4C(C3(C2COC(=O)N)OC)N4)N. Cell line: DU-145. Synergy scores: CSS=31.7, Synergy_ZIP=2.15, Synergy_Bliss=3.00, Synergy_Loewe=-40.2, Synergy_HSA=1.47. (6) Drug 1: CC(C1=C(C=CC(=C1Cl)F)Cl)OC2=C(N=CC(=C2)C3=CN(N=C3)C4CCNCC4)N. Drug 2: CC(C)(C#N)C1=CC(=CC(=C1)CN2C=NC=N2)C(C)(C)C#N. Cell line: OVCAR3. Synergy scores: CSS=3.06, Synergy_ZIP=1.36, Synergy_Bliss=4.18, Synergy_Loewe=0.760, Synergy_HSA=1.70. (7) Drug 1: C1CCC(CC1)NC(=O)N(CCCl)N=O. Drug 2: C1CC(=O)NC(=O)C1N2C(=O)C3=CC=CC=C3C2=O. Cell line: NCI/ADR-RES. Synergy scores: CSS=9.50, Synergy_ZIP=0.895, Synergy_Bliss=5.52, Synergy_Loewe=3.77, Synergy_HSA=3.68. (8) Drug 1: C1=CN(C(=O)N=C1N)C2C(C(C(O2)CO)O)O.Cl. Drug 2: CC(C)CN1C=NC2=C1C3=CC=CC=C3N=C2N. Cell line: UACC62. Synergy scores: CSS=25.1, Synergy_ZIP=-8.98, Synergy_Bliss=-3.04, Synergy_Loewe=-3.96, Synergy_HSA=-2.40. (9) Drug 1: C1CN(CCN1C(=O)CCBr)C(=O)CCBr. Drug 2: CS(=O)(=O)OCCCCOS(=O)(=O)C. Cell line: NCI-H460. Synergy scores: CSS=59.2, Synergy_ZIP=-4.81, Synergy_Bliss=-3.63, Synergy_Loewe=-2.78, Synergy_HSA=-0.352. (10) Drug 1: CC1=CC=C(C=C1)C2=CC(=NN2C3=CC=C(C=C3)S(=O)(=O)N)C(F)(F)F. Drug 2: CCC1(CC2CC(C3=C(CCN(C2)C1)C4=CC=CC=C4N3)(C5=C(C=C6C(=C5)C78CCN9C7C(C=CC9)(C(C(C8N6C=O)(C(=O)OC)O)OC(=O)C)CC)OC)C(=O)OC)O.OS(=O)(=O)O. Cell line: NCI-H522. Synergy scores: CSS=51.6, Synergy_ZIP=2.10, Synergy_Bliss=2.94, Synergy_Loewe=-51.5, Synergy_HSA=-0.402.